This data is from Forward reaction prediction with 1.9M reactions from USPTO patents (1976-2016). The task is: Predict the product of the given reaction. (1) The product is: [C:6]([CH2:8][C:9]([N:14]([CH:15]1[CH2:16][CH2:17]1)[CH2:18][C:20]1[CH:34]=[CH:35][CH:36]=[C:31]([CH3:32])[C:48]=1[CH3:49])=[O:11])#[N:7]. Given the reactants CN(C=O)C.[C:6]([CH2:8][C:9]([OH:11])=O)#[N:7].CC[N:14]([CH:18]([CH3:20])C)[CH:15]([CH3:17])[CH3:16].F[P-](F)(F)(F)(F)F.N1(OC(N(C)C)=[N+](C)C)[C:32]2N=[CH:34][CH:35]=[CH:36][C:31]=2N=N1.CCO[CH2:48][CH3:49], predict the reaction product. (2) Given the reactants [Cl:1][C:2]1[CH:12]=[CH:11][C:5]([O:6][CH2:7][C:8]([OH:10])=O)=[C:4]([CH3:13])[CH:3]=1.[NH2:14][C:15]1[CH:20]=[CH:19][C:18]([N:21]2[C:27](=[O:28])[CH2:26][C:25](=[O:29])[NH:24][C:23]3[C:30]4[C:35]([CH:36]=[CH:37][C:22]2=3)=[CH:34][CH:33]=[CH:32][CH:31]=4)=[CH:17][CH:16]=1.ClC1C=CC(OCC(Cl)=O)=C(C)C=1, predict the reaction product. The product is: [Cl:1][C:2]1[CH:12]=[CH:11][C:5]([O:6][CH2:7][C:8]([NH:14][C:15]2[CH:20]=[CH:19][C:18]([N:21]3[C:27](=[O:28])[CH2:26][C:25](=[O:29])[NH:24][C:23]4[C:30]5[C:35]([CH:36]=[CH:37][C:22]3=4)=[CH:34][CH:33]=[CH:32][CH:31]=5)=[CH:17][CH:16]=2)=[O:10])=[C:4]([CH3:13])[CH:3]=1.